Dataset: Full USPTO retrosynthesis dataset with 1.9M reactions from patents (1976-2016). Task: Predict the reactants needed to synthesize the given product. (1) Given the product [C:18]([S:17][C:13]1[C-:12]([CH2:11][OH:10])[CH:16]=[CH:15][CH:14]=1)([CH3:21])([CH3:19])[CH3:20].[CH-:22]1[CH:26]=[CH:25][CH:24]=[CH:23]1.[Fe+2:27], predict the reactants needed to synthesize it. The reactants are: [H-].[Al+3].[Li+].[H-].[H-].[H-].C([O:10][CH2:11][C-:12]1[CH:16]=[CH:15][CH:14]=[C:13]1[S:17][C:18]([CH3:21])([CH3:20])[CH3:19])(=O)C.[CH-:22]1[CH:26]=[CH:25][CH:24]=[CH:23]1.[Fe+2:27]. (2) The reactants are: [O:1]=[C:2](Cl)OC(Cl)(Cl)Cl.[C:9]1([C:15]2[CH:16]=[CH:17][C:18]([NH2:21])=[N:19][CH:20]=2)[CH:14]=[CH:13][CH:12]=[CH:11][CH:10]=1.CO[C:24](=[O:37])[CH:25]([NH:29][CH2:30][C:31]1[CH:36]=[CH:35][N:34]=[CH:33][CH:32]=1)[CH:26]([CH3:28])[CH3:27]. Given the product [CH:26]([CH:25]1[N:29]([CH2:30][C:31]2[CH:32]=[CH:33][N:34]=[CH:35][CH:36]=2)[C:2](=[O:1])[N:21]([C:18]2[CH:17]=[CH:16][C:15]([C:9]3[CH:10]=[CH:11][CH:12]=[CH:13][CH:14]=3)=[CH:20][N:19]=2)[C:24]1=[O:37])([CH3:27])[CH3:28], predict the reactants needed to synthesize it.